Dataset: Reaction yield outcomes from USPTO patents with 853,638 reactions. Task: Predict the reaction yield, written as a fraction of the theoretical maximum amount of product (1.0 means a 100% yield; for example, 0.34 means a 34% yield). (1) The reactants are Br[C:2]1[CH:7]=[CH:6][CH:5]=[CH:4][C:3]=1[N+:8]([O-:10])=[O:9].[CH3:11][C@H:12]1[CH2:17][NH:16][CH2:15][CH2:14][NH:13]1. The catalyst is O1CCOCC1. The product is [CH3:11][C@@H:12]1[NH:13][CH2:14][CH2:15][N:16]([C:2]2[CH:7]=[CH:6][CH:5]=[CH:4][C:3]=2[N+:8]([O-:10])=[O:9])[CH2:17]1. The yield is 0.800. (2) The reactants are [CH3:1][O:2][C:3]1[CH:4]=[C:5]([N:12]2[CH2:17][CH2:16][N:15]([CH:18]([CH2:21][OH:22])[CH2:19][OH:20])[CH2:14][CH2:13]2)[CH:6]=[CH:7][C:8]=1[N+:9]([O-])=O. The catalyst is C(O)C.[Pt](=O)=O. The product is [NH2:9][C:8]1[CH:7]=[CH:6][C:5]([N:12]2[CH2:17][CH2:16][N:15]([CH:18]([CH2:21][OH:22])[CH2:19][OH:20])[CH2:14][CH2:13]2)=[CH:4][C:3]=1[O:2][CH3:1]. The yield is 0.990. (3) The reactants are Br[C:2]1[CH:7]=[CH:6][N:5]=[C:4]([C:8]([NH:10][C:11]2[CH:16]=[CH:15][CH:14]=[C:13]([C:17]3[N:21]([CH:22]4[CH2:24][CH2:23]4)[CH:20]=[N:19][CH:18]=3)[CH:12]=2)=[O:9])[CH:3]=1.B(O)O.C(=O)([O-])[O-].[K+].[K+]. The catalyst is C1(C)C=CC=CC=1. The product is [CH:22]1([N:21]2[C:17]([C:13]3[CH:12]=[C:11]([NH:10][C:8]([C:4]4[CH:3]=[C:2]([C:3]5[CH:4]=[N:5][CH:6]=[CH:7][CH:2]=5)[CH:7]=[CH:6][N:5]=4)=[O:9])[CH:16]=[CH:15][CH:14]=3)=[CH:18][N:19]=[CH:20]2)[CH2:24][CH2:23]1. The yield is 0.230. (4) The reactants are [CH:1]1([N:4]2[CH2:9][CH2:8][N:7]([C:10]3[O:11][C:12]4[CH:18]=[CH:17][C:16](C#N)=[CH:15][C:13]=4[N:14]=3)[CH2:6][CH2:5]2)[CH2:3][CH2:2]1.[NH4+].[OH-]. The catalyst is CO.C1COCC1.[Ni]. The product is [CH:1]1([N:4]2[CH2:9][CH2:8][N:7]([C:10]3[O:11][C:12]4[CH:18]=[CH:17][CH:16]=[CH:15][C:13]=4[N:14]=3)[CH2:6][CH2:5]2)[CH2:3][CH2:2]1. The yield is 0.990. (5) The reactants are [CH3:1][C:2]1([CH3:14])[C:11]2[C:6](=[CH:7][CH:8]=[CH:9][CH:10]=2)[CH:5]([CH2:12][NH2:13])[CH2:4][CH2:3]1.F[C:16]1[CH:24]=[N:23][CH:22]=[CH:21][C:17]=1[C:18]([OH:20])=[O:19]. No catalyst specified. The product is [CH3:1][C:2]1([CH3:14])[C:11]2[C:6](=[CH:7][CH:8]=[CH:9][CH:10]=2)[CH:5]([CH2:12][NH:13][C:21]2[CH:22]=[N:23][CH:24]=[CH:16][C:17]=2[C:18]([OH:20])=[O:19])[CH2:4][CH2:3]1. The yield is 0.170.